Dataset: NCI-60 drug combinations with 297,098 pairs across 59 cell lines. Task: Regression. Given two drug SMILES strings and cell line genomic features, predict the synergy score measuring deviation from expected non-interaction effect. Drug 1: C(CN)CNCCSP(=O)(O)O. Drug 2: N.N.Cl[Pt+2]Cl. Cell line: SK-MEL-5. Synergy scores: CSS=43.0, Synergy_ZIP=-0.374, Synergy_Bliss=-1.07, Synergy_Loewe=-22.9, Synergy_HSA=1.75.